From a dataset of Catalyst prediction with 721,799 reactions and 888 catalyst types from USPTO. Predict which catalyst facilitates the given reaction. (1) Reactant: [Br:1][C:2]1[CH:7]=[C:6]2[NH:8][C:9](=O)[C:10]3([CH2:15][CH2:14][O:13][CH2:12][CH2:11]3)[C:5]2=[CH:4][CH:3]=1.COCCO[AlH2-]OCCOC.[Na+].[OH-].[Na+]. Product: [Br:1][C:2]1[CH:7]=[C:6]2[NH:8][CH2:9][C:10]3([CH2:15][CH2:14][O:13][CH2:12][CH2:11]3)[C:5]2=[CH:4][CH:3]=1. The catalyst class is: 11. (2) Reactant: Cl.[NH2:2][C:3]([NH2:5])=[NH:4].[H-].[Na+].[C:8]([O:12][C:13](=[O:38])[CH2:14][N:15]([S:23]([C:26]1[CH:35]=[C:34]2[C:29]([C:30]([Cl:37])=[CH:31][N:32]=[C:33]2Cl)=[CH:28][CH:27]=1)(=[O:25])=[O:24])[CH2:16][CH:17]1[CH2:22][CH2:21][CH2:20][CH2:19][CH2:18]1)([CH3:11])([CH3:10])[CH3:9]. Product: [C:8]([O:12][C:13](=[O:38])[CH2:14][N:15]([S:23]([C:26]1[CH:35]=[C:34]2[C:29]([C:30]([Cl:37])=[CH:31][N:32]=[C:33]2[NH:4][C:3]([NH2:5])=[NH:2])=[CH:28][CH:27]=1)(=[O:24])=[O:25])[CH2:16][CH:17]1[CH2:22][CH2:21][CH2:20][CH2:19][CH2:18]1)([CH3:11])([CH3:9])[CH3:10]. The catalyst class is: 57. (3) Reactant: [C:1]([O:5][C:6]([N:8]1[CH2:12][CH2:11][CH2:10][C@H:9]1[CH2:13][NH:14][C:15]1[C:16]([O:27][C:28]2[CH:33]=[CH:32][C:31]([O:34][CH3:35])=[CH:30][CH:29]=2)=[N:17][C:18]([C:21]2[CH:22]=[N:23][CH:24]=[N:25][CH:26]=2)=[N:19][CH:20]=1)=[O:7])([CH3:4])([CH3:3])[CH3:2].[C:36](Cl)(=[O:38])[CH3:37].N1C=CC=CC=1. Product: [C:1]([O:5][C:6]([N:8]1[CH2:12][CH2:11][CH2:10][C@H:9]1[CH2:13][N:14]([C:36](=[O:38])[CH3:37])[C:15]1[C:16]([O:27][C:28]2[CH:29]=[CH:30][C:31]([O:34][CH3:35])=[CH:32][CH:33]=2)=[N:17][C:18]([C:21]2[CH:26]=[N:25][CH:24]=[N:23][CH:22]=2)=[N:19][CH:20]=1)=[O:7])([CH3:4])([CH3:3])[CH3:2]. The catalyst class is: 2. (4) Reactant: [OH:1][C:2]1[CH:9]=[CH:8][C:7]([O:10][CH3:11])=[CH:6][C:3]=1[C:4]#[N:5].C(=O)([O-])[O-].[Cs+].[Cs+].Cl[CH2:19][C:20]([NH2:22])=[O:21].[I-].[K+]. Product: [NH2:5][C:4]1[C:3]2[CH:6]=[C:7]([O:10][CH3:11])[CH:8]=[CH:9][C:2]=2[O:1][C:19]=1[C:20]([NH2:22])=[O:21]. The catalyst class is: 10. (5) Reactant: C(O)(C(F)(F)F)=O.C(OC(=O)[NH:14][CH2:15][CH2:16][C:17]1[O:21][N:20]=[C:19]([CH2:22][CH2:23][CH3:24])[N:18]=1)(C)(C)C. Product: [CH2:22]([C:19]1[N:18]=[C:17]([CH2:16][CH2:15][NH2:14])[O:21][N:20]=1)[CH2:23][CH3:24]. The catalyst class is: 2. (6) Reactant: [CH3:1][S:2]([C:5]1[CH:10]=[CH:9][C:8]([N:11]2[CH:15]=[C:14]([CH2:16]O)[CH:13]=[N:12]2)=[CH:7][CH:6]=1)(=[O:4])=[O:3].CN(C=O)C.S(Cl)([Cl:25])=O. Product: [Cl:25][CH2:16][C:14]1[CH:13]=[N:12][N:11]([C:8]2[CH:9]=[CH:10][C:5]([S:2]([CH3:1])(=[O:4])=[O:3])=[CH:6][CH:7]=2)[CH:15]=1. The catalyst class is: 2. (7) The catalyst class is: 55. Product: [CH3:1][O:2][C:3]1[C:14]([S:16]([OH:19])(=[O:18])=[O:17])=[CH:13][C:6]2[CH2:7][CH2:8][N:9]([CH3:12])[CH2:10][CH2:11][C:5]=2[CH:4]=1. Reactant: [CH3:1][O:2][C:3]1[CH:14]=[CH:13][C:6]2[CH2:7][CH2:8][N:9]([CH3:12])[CH2:10][CH2:11][C:5]=2[CH:4]=1.Cl[S:16]([OH:19])(=[O:18])=[O:17].